From a dataset of Rat liver microsome stability data. Regression/Classification. Given a drug SMILES string, predict its absorption, distribution, metabolism, or excretion properties. Task type varies by dataset: regression for continuous measurements (e.g., permeability, clearance, half-life) or binary classification for categorical outcomes (e.g., BBB penetration, CYP inhibition). Dataset: rlm. (1) The compound is CC1=C(C(=O)Nc2nnc(-c3ccccc3)s2)C(c2[nH]ncc2Cl)NC(Nc2nc3ccccc3o2)=N1. The result is 1 (stable in rat liver microsomes). (2) The drug is CN(C)Cc1ccc(C2Nc3cc(F)cc4c(O)nnc(c34)C2c2ccc(F)cc2)cc1. The result is 0 (unstable in rat liver microsomes).